From a dataset of Full USPTO retrosynthesis dataset with 1.9M reactions from patents (1976-2016). Predict the reactants needed to synthesize the given product. (1) Given the product [Cl:22][C:23]1[CH:24]=[C:25]2[C:29](=[CH:30][CH:31]=1)[NH:28][C:27](=[O:32])[C:26]2=[CH:17][C:14]1[NH:13][C:9]2[CH2:10][CH2:11][CH2:12][N:6]([CH2:5][CH2:4][N:3]([CH2:20][CH3:21])[CH2:1][CH3:2])[C:7](=[O:19])[C:8]=2[C:15]=1[CH3:16], predict the reactants needed to synthesize it. The reactants are: [CH2:1]([N:3]([CH2:20][CH3:21])[CH2:4][CH2:5][N:6]1[CH2:12][CH2:11][CH2:10][C:9]2[NH:13][C:14]([CH:17]=O)=[C:15]([CH3:16])[C:8]=2[C:7]1=[O:19])[CH3:2].[Cl:22][C:23]1[CH:24]=[C:25]2[C:29](=[CH:30][CH:31]=1)[NH:28][C:27](=[O:32])[CH2:26]2. (2) Given the product [CH2:11]([O:13][C:14](=[O:19])[C:15]([F:17])([F:16])[C:2]1[CH:7]=[CH:6][CH:5]=[CH:4][C:3]=1[N+:8]([O-:10])=[O:9])[CH3:12], predict the reactants needed to synthesize it. The reactants are: I[C:2]1[CH:7]=[CH:6][CH:5]=[CH:4][C:3]=1[N+:8]([O-:10])=[O:9].[CH2:11]([O:13][C:14](=[O:19])[C:15](Br)([F:17])[F:16])[CH3:12]. (3) Given the product [Cl:1][C:2]1[C:7]([C:8]2[CH:13]=[CH:12][CH:11]=[C:10]([CH2:14][CH3:15])[CH:9]=2)=[C:6]([C@H:16]([O:30][CH2:35][CH2:34][NH:33][C:36]([O:38][CH3:39])=[O:37])[C@@H:17]2[O:22][CH2:21][CH2:20][N:19]([C:23]([O:25][C:26]([CH3:29])([CH3:28])[CH3:27])=[O:24])[CH2:18]2)[CH:5]=[CH:4][CH:3]=1, predict the reactants needed to synthesize it. The reactants are: [Cl:1][C:2]1[C:7]([C:8]2[CH:13]=[CH:12][CH:11]=[C:10]([CH2:14][CH3:15])[CH:9]=2)=[C:6]([C@H:16]([OH:30])[C@@H:17]2[O:22][CH2:21][CH2:20][N:19]([C:23]([O:25][C:26]([CH3:29])([CH3:28])[CH3:27])=[O:24])[CH2:18]2)[CH:5]=[CH:4][CH:3]=1.O1[CH2:35][CH2:34][N:33]([C:36]([O:38][CH3:39])=[O:37])S1(=O)=O. (4) The reactants are: [NH:1]([C:38]([CH2:40][CH2:41][CH2:42][CH2:43][CH2:44][CH2:45][CH3:46])=[O:39])[C@H:2]([C:18]([NH:20][C@H:21]([C:26]([N:28]1[CH2:37][C@H:35]([OH:36])[CH2:34][C@H:29]1[C:30]([O:32]C)=[O:31])=[O:27])[CH2:22][CH:23]([CH3:25])[CH3:24])=[O:19])[CH2:3][C:4]1[CH:9]=[CH:8][C:7]([O:10][CH2:11][C:12]2[CH:17]=[CH:16][CH:15]=[CH:14][CH:13]=2)=[CH:6][CH:5]=1.O.O.[OH-].[Li+].Cl. Given the product [NH:1]([C:38]([CH2:40][CH2:41][CH2:42][CH2:43][CH2:44][CH2:45][CH3:46])=[O:39])[C@H:2]([C:18]([NH:20][C@H:21]([C:26]([N:28]1[CH2:37][C@H:35]([OH:36])[CH2:34][C@H:29]1[C:30]([OH:32])=[O:31])=[O:27])[CH2:22][CH:23]([CH3:25])[CH3:24])=[O:19])[CH2:3][C:4]1[CH:5]=[CH:6][C:7]([O:10][CH2:11][C:12]2[CH:13]=[CH:14][CH:15]=[CH:16][CH:17]=2)=[CH:8][CH:9]=1, predict the reactants needed to synthesize it.